Dataset: NCI-60 drug combinations with 297,098 pairs across 59 cell lines. Task: Regression. Given two drug SMILES strings and cell line genomic features, predict the synergy score measuring deviation from expected non-interaction effect. (1) Drug 1: C1=CC(=CC=C1CCC2=CNC3=C2C(=O)NC(=N3)N)C(=O)NC(CCC(=O)O)C(=O)O. Drug 2: CC1=CC=C(C=C1)C2=CC(=NN2C3=CC=C(C=C3)S(=O)(=O)N)C(F)(F)F. Cell line: T-47D. Synergy scores: CSS=7.85, Synergy_ZIP=1.93, Synergy_Bliss=-2.43, Synergy_Loewe=0.301, Synergy_HSA=0.356. (2) Drug 1: CN1CCC(CC1)COC2=C(C=C3C(=C2)N=CN=C3NC4=C(C=C(C=C4)Br)F)OC. Drug 2: CC12CCC3C(C1CCC2OP(=O)(O)O)CCC4=C3C=CC(=C4)OC(=O)N(CCCl)CCCl.[Na+]. Cell line: MDA-MB-435. Synergy scores: CSS=1.39, Synergy_ZIP=-1.76, Synergy_Bliss=-0.885, Synergy_Loewe=-5.61, Synergy_HSA=-3.85. (3) Drug 1: CCC1(CC2CC(C3=C(CCN(C2)C1)C4=CC=CC=C4N3)(C5=C(C=C6C(=C5)C78CCN9C7C(C=CC9)(C(C(C8N6C=O)(C(=O)OC)O)OC(=O)C)CC)OC)C(=O)OC)O.OS(=O)(=O)O. Drug 2: C1CN(CCN1C(=O)CCBr)C(=O)CCBr. Cell line: UACC62. Synergy scores: CSS=18.9, Synergy_ZIP=-8.67, Synergy_Bliss=2.21, Synergy_Loewe=1.78, Synergy_HSA=1.59. (4) Drug 1: CCC1(CC2CC(C3=C(CCN(C2)C1)C4=CC=CC=C4N3)(C5=C(C=C6C(=C5)C78CCN9C7C(C=CC9)(C(C(C8N6C=O)(C(=O)OC)O)OC(=O)C)CC)OC)C(=O)OC)O.OS(=O)(=O)O. Drug 2: CC(C)NC(=O)C1=CC=C(C=C1)CNNC.Cl. Cell line: EKVX. Synergy scores: CSS=0.269, Synergy_ZIP=-1.61, Synergy_Bliss=-3.81, Synergy_Loewe=-3.49, Synergy_HSA=-4.79. (5) Drug 1: C1CC(=O)NC(=O)C1N2C(=O)C3=CC=CC=C3C2=O. Drug 2: C1C(C(OC1N2C=NC(=NC2=O)N)CO)O. Cell line: K-562. Synergy scores: CSS=18.4, Synergy_ZIP=4.96, Synergy_Bliss=2.52, Synergy_Loewe=-18.6, Synergy_HSA=-1.50. (6) Drug 1: C1=NC2=C(N1)C(=S)N=C(N2)N. Drug 2: CS(=O)(=O)OCCCCOS(=O)(=O)C. Cell line: HL-60(TB). Synergy scores: CSS=56.4, Synergy_ZIP=-3.04, Synergy_Bliss=-5.60, Synergy_Loewe=-8.97, Synergy_HSA=-3.11. (7) Drug 2: CCC1(C2=C(COC1=O)C(=O)N3CC4=CC5=C(C=CC(=C5CN(C)C)O)N=C4C3=C2)O.Cl. Synergy scores: CSS=6.37, Synergy_ZIP=-4.77, Synergy_Bliss=-2.74, Synergy_Loewe=-13.5, Synergy_HSA=-5.87. Cell line: MDA-MB-435. Drug 1: CC(C)CN1C=NC2=C1C3=CC=CC=C3N=C2N.